Dataset: Reaction yield outcomes from USPTO patents with 853,638 reactions. Task: Predict the reaction yield, written as a fraction of the theoretical maximum amount of product (1.0 means a 100% yield; for example, 0.34 means a 34% yield). (1) The reactants are [CH3:1][N:2]([CH2:4][C:5]1[CH:10]=[CH:9][C:8]([C:11]2[CH:16]=[CH:15][CH:14]=[C:13]([N:17]3[C:22]4[N:23]=[CH:24][C:25]([F:27])=[CH:26][C:21]=4[C:20](=[O:28])[N:19]([C@@H:29]4[CH2:34][CH2:33][C@H:32]([NH:35][C:36]([C:38]5[N:39]=[C:40]6[CH:45]=[CH:44][C:43]([F:46])=[CH:42][N:41]6[CH:47]=5)=[O:37])[CH2:31][CH2:30]4)[C:18]3=[O:48])[CH:12]=2)=[CH:7][CH:6]=1)[CH3:3].[I:49][CH3:50]. The catalyst is C(#N)C. The product is [I-:49].[F:27][C:25]1[CH:24]=[N:23][C:22]2[N:17]([C:13]3[CH:12]=[C:11]([C:8]4[CH:9]=[CH:10][C:5]([CH2:4][N+:2]([CH3:50])([CH3:1])[CH3:3])=[CH:6][CH:7]=4)[CH:16]=[CH:15][CH:14]=3)[C:18](=[O:48])[N:19]([C@H:29]3[CH2:30][CH2:31][C@@H:32]([NH:35][C:36]([C:38]4[N:39]=[C:40]5[CH:45]=[CH:44][C:43]([F:46])=[CH:42][N:41]5[CH:47]=4)=[O:37])[CH2:33][CH2:34]3)[C:20](=[O:28])[C:21]=2[CH:26]=1. The yield is 0.320. (2) The reactants are [Br:1][C:2]1[CH:7]=[C:6]([N:8]2[CH2:13][CH2:12][O:11][CH2:10][CH2:9]2)[CH:5]=[C:4]([C:14]([F:17])([F:16])[F:15])[C:3]=1[NH2:18].[F:19][C:20]1[CH:25]=[CH:24][C:23]([CH2:26][C:27](Cl)=[O:28])=[CH:22][CH:21]=1.O. The catalyst is C(#N)C. The product is [Br:1][C:2]1[CH:7]=[C:6]([N:8]2[CH2:13][CH2:12][O:11][CH2:10][CH2:9]2)[CH:5]=[C:4]([C:14]([F:15])([F:16])[F:17])[C:3]=1[NH:18][C:27](=[O:28])[CH2:26][C:23]1[CH:24]=[CH:25][C:20]([F:19])=[CH:21][CH:22]=1. The yield is 0.0900. (3) The catalyst is CS(C)=O.C(OCC)(=O)C.[NH4+].[Cl-]. The reactants are [NH2:1][C:2]1[N:3]=[C:4]([Cl:13])[C:5]2[C:11](=[O:12])[CH2:10][CH2:9][NH:8][C:6]=2[N:7]=1.Cl.Cl[CH2:16][C:17]1[C:22]([CH3:23])=[C:21]([O:24][CH3:25])[C:20]([CH3:26])=[CH:19][N:18]=1.C(=O)([O-])[O-].[Cs+].[Cs+]. The yield is 0.580. The product is [NH2:1][C:2]1[N:3]=[C:4]([Cl:13])[C:5]2[C:11](=[O:12])[CH2:10][CH2:9][N:8]([CH2:16][C:17]3[C:22]([CH3:23])=[C:21]([O:24][CH3:25])[C:20]([CH3:26])=[CH:19][N:18]=3)[C:6]=2[N:7]=1.